This data is from Full USPTO retrosynthesis dataset with 1.9M reactions from patents (1976-2016). The task is: Predict the reactants needed to synthesize the given product. (1) Given the product [NH2:1][C:2]1[C:7]([C:8]#[N:9])=[C:6]([C:10]2[CH:11]=[N:12][C:13]([O:16][CH2:17][C@@H:18]([OH:19])[CH2:22][OH:21])=[CH:14][CH:15]=2)[C:5]([C:25]#[N:26])=[C:4]([S:27][CH2:28][C:29]2[N:30]=[C:31]([C:34]3[CH:35]=[CH:36][C:37]([Cl:40])=[CH:38][CH:39]=3)[O:32][CH:33]=2)[N:3]=1, predict the reactants needed to synthesize it. The reactants are: [NH2:1][C:2]1[C:7]([C:8]#[N:9])=[C:6]([C:10]2[CH:11]=[N:12][C:13]([O:16][CH2:17][C@@H:18]3[CH2:22][O:21]C(C)(C)[O:19]3)=[CH:14][CH:15]=2)[C:5]([C:25]#[N:26])=[C:4]([S:27][CH2:28][C:29]2[N:30]=[C:31]([C:34]3[CH:39]=[CH:38][C:37]([Cl:40])=[CH:36][CH:35]=3)[O:32][CH:33]=2)[N:3]=1.O. (2) Given the product [Cl:1][C:2]1[CH:3]=[CH:4][C:5]([O:8][C:9]([N:11]2[C:20]3[C:15](=[CH:16][CH:17]=[CH:18][CH:19]=3)[CH2:14][CH2:13][CH2:12]2)=[O:10])=[CH:6][CH:7]=1, predict the reactants needed to synthesize it. The reactants are: [Cl:1][C:2]1[CH:7]=[CH:6][C:5]([O:8][C:9]([N:11]2[C:20]3[C:15](=[CH:16][C:17](OCC=CCBr)=[CH:18][CH:19]=3)[CH2:14][CH2:13][CH2:12]2)=[O:10])=[CH:4][CH:3]=1.CN(C=O)C.C([O-])([O-])=O.[K+].[K+]. (3) Given the product [C:25]([NH:28][C:29]([CH:41]1[CH2:42][C:43]([CH2:48][C:49]2[CH:54]=[CH:53][C:52]([Cl:55])=[CH:51][CH:50]=2)([NH:45][CH:46]=[O:47])[CH2:44]1)([CH2:37][CH2:38][CH2:39][CH2:40][B:19]1[O:20][C:21]([CH3:23])([CH3:22])[C:17]([CH3:24])([CH3:16])[O:18]1)[C:30]([NH:32][C:33]([CH3:36])([CH3:34])[CH3:35])=[O:31])(=[O:27])[CH3:26], predict the reactants needed to synthesize it. The reactants are: C1(P(CC)C2C=CC=CC=2)C=CC=CC=1.[CH3:16][C:17]1([CH3:24])[C:21]([CH3:23])([CH3:22])[O:20][BH:19][O:18]1.[C:25]([NH:28][C:29]([CH:41]1[CH2:44][C:43]([CH2:48][C:49]2[CH:54]=[CH:53][C:52]([Cl:55])=[CH:51][CH:50]=2)([NH:45][CH:46]=[O:47])[CH2:42]1)([CH2:37][CH2:38][CH:39]=[CH2:40])[C:30]([NH:32][C:33]([CH3:36])([CH3:35])[CH3:34])=[O:31])(=[O:27])[CH3:26]. (4) Given the product [Si:2]([O:9][CH2:10][C@@H:11]1[CH:16]=[CH:15][C@H:14]([OH:17])[CH2:13][N:12]1[C:18]([O:20][C:21]([CH3:24])([CH3:23])[CH3:22])=[O:19])([C:5]([CH3:8])([CH3:7])[CH3:6])([CH3:4])[CH3:3], predict the reactants needed to synthesize it. The reactants are: [Cl-].[Si:2]([O:9][CH2:10][C@@H:11]1[CH:16]=[CH:15][C:14](=[O:17])[CH2:13][N:12]1[C:18]([O:20][C:21]([CH3:24])([CH3:23])[CH3:22])=[O:19])([C:5]([CH3:8])([CH3:7])[CH3:6])([CH3:4])[CH3:3].[BH4-].[Na+].